The task is: Predict which catalyst facilitates the given reaction.. This data is from Catalyst prediction with 721,799 reactions and 888 catalyst types from USPTO. Reactant: [H-].[Na+].[NH:3]1[CH:7]=[CH:6][CH:5]=[C:4]1[CH:8]=[O:9].Br[CH2:11][CH2:12][O:13][CH3:14].O. Product: [CH3:14][O:13][CH2:12][CH2:11][N:3]1[CH:7]=[CH:6][CH:5]=[C:4]1[CH:8]=[O:9]. The catalyst class is: 39.